This data is from Catalyst prediction with 721,799 reactions and 888 catalyst types from USPTO. The task is: Predict which catalyst facilitates the given reaction. (1) Reactant: [C:1]([NH:4][C:5]1[CH:6]=[C:7]([CH:11]=[CH:12][N:13]=1)[C:8](O)=[O:9])(=[O:3])[CH3:2].CN1CCOCC1.ClC(OCC)=O.[BH4-].[Na+]. The catalyst class is: 36. Product: [OH:9][CH2:8][C:7]1[CH:11]=[CH:12][N:13]=[C:5]([NH:4][C:1](=[O:3])[CH3:2])[CH:6]=1. (2) Reactant: O[CH2:2][C@H:3]1[CH2:8][CH2:7][CH2:6][CH2:5][N:4]1[CH2:9][CH2:10][C:11]1[CH:16]=[CH:15][CH:14]=[C:13]([O:17][CH3:18])[CH:12]=1.C(N(CC)CC)C.CS([Cl:30])(=O)=O.C(=O)([O-])O.[Na+]. Product: [Cl:30][C@@H:6]1[CH2:7][CH2:8][CH2:2][CH2:3][N:4]([CH2:9][CH2:10][C:11]2[CH:16]=[CH:15][CH:14]=[C:13]([O:17][CH3:18])[CH:12]=2)[CH2:5]1. The catalyst class is: 4. (3) Reactant: [CH:1]1([NH:6][C:7]2[CH:12]=[CH:11][C:10]([C@H:13]3[C@@H:18]([C:19](O)=[O:20])[CH2:17][CH2:16][CH2:15][N:14]3[C:22](=[O:31])[C:23]3[C:28]([CH3:29])=[CH:27][CH:26]=[CH:25][C:24]=3[F:30])=[CH:9][CH:8]=2)[CH2:5][CH2:4][CH2:3][CH2:2]1.[CH3:32][C:33]1[CH:39]=[CH:38][C:36]([NH2:37])=[CH:35][C:34]=1[C:40]([F:43])([F:42])[F:41].C(N(CC)C(C)C)(C)C.CS(Cl)(=O)=O.C(OC(C)C)(=O)C. The catalyst class is: 4. Product: [CH:1]1([NH:6][C:7]2[CH:8]=[CH:9][C:10]([C@H:13]3[C@@H:18]([C:19]([NH:37][C:36]4[CH:38]=[CH:39][C:33]([CH3:32])=[C:34]([C:40]([F:41])([F:42])[F:43])[CH:35]=4)=[O:20])[CH2:17][CH2:16][CH2:15][N:14]3[C:22](=[O:31])[C:23]3[C:28]([CH3:29])=[CH:27][CH:26]=[CH:25][C:24]=3[F:30])=[CH:11][CH:12]=2)[CH2:2][CH2:3][CH2:4][CH2:5]1. (4) Reactant: [H-].[Na+].[N+:3]([C:6]1[C:7]([O:18][CH:19]([CH3:21])[CH3:20])=[CH:8][C:9]2[NH:15][C:14](=[O:16])[CH2:13][CH2:12][CH2:11][C:10]=2[CH:17]=1)([O-:5])=[O:4].I[CH3:23]. Product: [CH3:23][N:15]1[C:9]2[CH:8]=[C:7]([O:18][CH:19]([CH3:21])[CH3:20])[C:6]([N+:3]([O-:5])=[O:4])=[CH:17][C:10]=2[CH2:11][CH2:12][CH2:13][C:14]1=[O:16]. The catalyst class is: 3. (5) Reactant: [O:1]1[C:5]2[CH:6]=[CH:7][CH:8]=[CH:9][C:4]=2[CH:3]=[C:2]1[C:10]1[C:18]2[C:17]([O:19][CH:20]3[CH2:25][CH2:24][CH:23]([N:26](C)[C:27](=O)OC(C)(C)C)[CH2:22][CH2:21]3)=[N:16][CH:15]=[N:14][C:13]=2[S:12][CH:11]=1.Cl.C(=O)([O-])[O-].[Na+].[Na+]. Product: [O:1]1[C:5]2[CH:6]=[CH:7][CH:8]=[CH:9][C:4]=2[CH:3]=[C:2]1[C:10]1[C:18]2[C:17]([O:19][CH:20]3[CH2:21][CH2:22][CH:23]([NH:26][CH3:27])[CH2:24][CH2:25]3)=[N:16][CH:15]=[N:14][C:13]=2[S:12][CH:11]=1. The catalyst class is: 4. (6) Reactant: FC(F)(F)S(O[CH2:7][C:8]([C:11]1[C:16]([F:17])=[CH:15][C:14]([Cl:18])=[CH:13][N:12]=1)([F:10])[F:9])(=O)=O.[NH:21]1[CH2:26][CH2:25][CH:24]([NH:27][C:28](=[O:34])[O:29][C:30]([CH3:33])([CH3:32])[CH3:31])[CH2:23][CH2:22]1.CCN(C(C)C)C(C)C. Product: [Cl:18][C:14]1[CH:15]=[C:16]([F:17])[C:11]([C:8]([F:9])([F:10])[CH2:7][N:21]2[CH2:22][CH2:23][CH:24]([NH:27][C:28](=[O:34])[O:29][C:30]([CH3:32])([CH3:31])[CH3:33])[CH2:25][CH2:26]2)=[N:12][CH:13]=1. The catalyst class is: 2.